Dataset: Forward reaction prediction with 1.9M reactions from USPTO patents (1976-2016). Task: Predict the product of the given reaction. (1) The product is: [Br:32][CH2:20][C:18]([C:2]1[CH:3]=[C:4]2[C:9](=[CH:10][CH:11]=1)[C:8](=[O:12])[O:7][CH2:6][CH2:5]2)=[O:19]. Given the reactants Br[C:2]1[CH:3]=[C:4]2[C:9](=[CH:10][CH:11]=1)[C:8](=[O:12])[O:7][CH2:6][CH2:5]2.C([Sn](CCCC)(CCCC)[C:18]([O:20]CC)=[CH2:19])CCC.[Sn].[Br:32]N1C(=O)CCC1=O, predict the reaction product. (2) Given the reactants Br[C:2]1[N:6]2[CH:7]=[CH:8][N:9]=[C:10]([Cl:11])[C:5]2=[N:4][C:3]=1[C:12]([O:14][CH3:15])=[O:13].[CH:16]([Mg]Cl)([CH3:18])[CH3:17].[Cu](C#N)C#N.C(Br)C=C, predict the reaction product. The product is: [Cl:11][C:10]1[C:5]2[N:6]([C:2]([CH2:18][CH:16]=[CH2:17])=[C:3]([C:12]([O:14][CH3:15])=[O:13])[N:4]=2)[CH:7]=[CH:8][N:9]=1. (3) Given the reactants [NH4+:1].C([O-])(=O)C.[Cl:6][C:7]1[CH:12]=[C:11]([N:13]2[C:18](=[O:19])[NH:17][C:16](=[O:20])[CH:15]=[N:14]2)[CH:10]=[CH:9][C:8]=1[C:21]([C:26]1[CH:31]=[CH:30][C:29]([Cl:32])=[CH:28][CH:27]=1)([CH3:25])[C:22](Cl)=[O:23], predict the reaction product. The product is: [Cl:6][C:7]1[CH:12]=[C:11]([N:13]2[C:18](=[O:19])[NH:17][C:16](=[O:20])[CH:15]=[N:14]2)[CH:10]=[CH:9][C:8]=1[C:21]([C:26]1[CH:31]=[CH:30][C:29]([Cl:32])=[CH:28][CH:27]=1)([CH3:25])[C:22]([NH2:1])=[O:23]. (4) Given the reactants [CH2:1]([O:3][C:4]([C:6]1[O:14]C2N=NC=CC=2C=1O)=[O:5])[CH3:2].C(O[C:19](=[O:31])[C:20]1[C:25]([O:26][CH2:27][CH3:28])=[CH:24][C:23]([CH3:29])=[N:22][C:21]=1Cl)C, predict the reaction product. The product is: [CH2:1]([O:3][C:4]([C:6]1[O:14][C:21]2=[N:22][C:23]([CH3:29])=[CH:24][C:25]([O:26][CH2:27][CH3:28])=[C:20]2[C:19]=1[OH:31])=[O:5])[CH3:2]. (5) Given the reactants [NH2:1][C:2]1[CH:7]=[CH:6][CH:5]=[CH:4][CH:3]=1.Br[CH2:9][C:10]1[CH:19]=[CH:18][C:17]2[C:12](=[CH:13][CH:14]=[CH:15][CH:16]=2)[C:11]=1[B:20]1[O:24][C:23]([CH3:26])([CH3:25])[C:22]([CH3:28])([CH3:27])[O:21]1.C([O-])([O-])=O.[K+].[K+].O, predict the reaction product. The product is: [CH3:25][C:23]1([CH3:26])[C:22]([CH3:27])([CH3:28])[O:21][B:20]([C:11]2[C:12]3[C:17](=[CH:16][CH:15]=[CH:14][CH:13]=3)[CH:18]=[CH:19][C:10]=2[CH2:9][NH:1][C:2]2[CH:7]=[CH:6][CH:5]=[CH:4][CH:3]=2)[O:24]1. (6) Given the reactants [C:1]([N:4]1[C@@H:10]([CH3:11])[C@H:9]([NH:12][C:13](=[O:25])[C@@H:14]([N:16](C)[C:17](=O)OC(C)(C)C)[CH3:15])[C:8](=[O:26])[N:7]([CH2:27][C:28]2[C:37]3[C:32](=[CH:33][CH:34]=[CH:35][CH:36]=3)[CH:31]=[CH:30][C:29]=2[CH3:38])[C:6]2[CH:39]=[CH:40][CH:41]=[CH:42][C:5]1=2)(=[O:3])[CH3:2].[ClH:43], predict the reaction product. The product is: [ClH:43].[C:1]([N:4]1[C@@H:10]([CH3:11])[C@H:9]([NH:12][C:13](=[O:25])[C@@H:14]([NH:16][CH3:17])[CH3:15])[C:8](=[O:26])[N:7]([CH2:27][C:28]2[C:37]3[C:32](=[CH:33][CH:34]=[CH:35][CH:36]=3)[CH:31]=[CH:30][C:29]=2[CH3:38])[C:6]2[CH:39]=[CH:40][CH:41]=[CH:42][C:5]1=2)(=[O:3])[CH3:2].